This data is from Full USPTO retrosynthesis dataset with 1.9M reactions from patents (1976-2016). The task is: Predict the reactants needed to synthesize the given product. (1) Given the product [CH2:23]([S:20]([N:17]1[CH2:18][CH2:19][CH:14]([C:5]2[C:4]3[C:8](=[C:9]([C:11]([NH2:13])=[O:12])[CH:10]=[C:2]([S:32][C:28]4[CH:29]=[CH:30][CH:31]=[C:26]([CH3:25])[CH:27]=4)[CH:3]=3)[NH:7][CH:6]=2)[CH2:15][CH2:16]1)(=[O:22])=[O:21])[CH3:24], predict the reactants needed to synthesize it. The reactants are: Br[C:2]1[CH:3]=[C:4]2[C:8](=[C:9]([C:11]([NH2:13])=[O:12])[CH:10]=1)[NH:7][CH:6]=[C:5]2[CH:14]1[CH2:19][CH2:18][N:17]([S:20]([CH2:23][CH3:24])(=[O:22])=[O:21])[CH2:16][CH2:15]1.[CH3:25][C:26]1[CH:31]=[CH:30][CH:29]=[C:28]([SH:32])[CH:27]=1.C(O)CO.C(=O)([O-])[O-].[K+].[K+]. (2) Given the product [CH2:11]([C:13]1[CH:14]=[C:15]2[C:16]([C:22](=[O:23])[C:7]([C:1]3[CH:2]=[CH:3][CH:4]=[CH:5][CH:6]=3)=[CH:8][O:10]2)=[CH:17][CH:18]=1)[CH3:12], predict the reactants needed to synthesize it. The reactants are: [C:1]1([CH2:7][C:8]([OH:10])=O)[CH:6]=[CH:5][CH:4]=[CH:3][CH:2]=1.[CH2:11]([C:13]1[CH:14]=[C:15](O)[CH:16]=[CH:17][CH:18]=1)[CH3:12].N1CC[O:23][CH2:22]C1. (3) Given the product [Cl:1][C:2]1[CH:9]=[CH:8][CH:7]=[C:6]([Cl:10])[C:3]=1[CH:4]=[CH:20][C:21]([O:14][CH2:12][CH3:15])=[O:22], predict the reactants needed to synthesize it. The reactants are: [Cl:1][C:2]1[CH:9]=[CH:8][CH:7]=[C:6]([Cl:10])[C:3]=1[CH:4]=O.C[C:12]([CH3:15])([O-:14])C.[K+].[Cl-].[NH4+].C1C[O:22][CH2:21][CH2:20]1. (4) Given the product [ClH:3].[Cl:3][C:4]1[CH:9]=[CH:8][C:7]([C:10]2[CH:15]=[CH:14][C:13]([O:16][C:17]([F:19])([F:20])[F:18])=[C:12]([CH2:21][NH:22][C@H:23]3[CH2:28][CH2:27][N:26]([C:42]([CH:40]4[CH2:39][C:38](=[O:45])[NH:37][C:36](=[O:35])[CH2:41]4)=[O:43])[CH2:25][C@H:24]3[C:29]3[CH:30]=[CH:31][CH:32]=[CH:33][CH:34]=3)[CH:11]=2)=[CH:6][CH:5]=1, predict the reactants needed to synthesize it. The reactants are: Cl.Cl.[Cl:3][C:4]1[CH:9]=[CH:8][C:7]([C:10]2[CH:15]=[CH:14][C:13]([O:16][C:17]([F:20])([F:19])[F:18])=[C:12]([CH2:21][NH:22][C@H:23]3[CH2:28][CH2:27][NH:26][CH2:25][C@H:24]3[C:29]3[CH:34]=[CH:33][CH:32]=[CH:31][CH:30]=3)[CH:11]=2)=[CH:6][CH:5]=1.[O:35]=[C:36]1[CH2:41][CH:40]([C:42](O)=[O:43])[CH2:39][C:38](=[O:45])[NH:37]1.Cl.C(OCC)(=O)C. (5) Given the product [CH:47]([N:40]([C:41](=[O:46])[C:42]([F:44])([F:45])[F:43])[CH2:39][CH2:38][CH2:37][CH2:36][O:3][C:4]1[CH:9]=[CH:8][C:7]([C:10]2[CH:11]=[CH:12][C:13]([C:16]([O:18][CH2:19][CH3:20])=[O:17])=[CH:14][CH:15]=2)=[CH:6][C:5]=1[C:21]1[CH:30]=[CH:29][C:28]2[C:27]([CH3:32])([CH3:31])[CH2:26][CH2:25][C:24]([CH3:33])([CH3:34])[C:23]=2[CH:22]=1)([CH3:48])[CH3:49], predict the reactants needed to synthesize it. The reactants are: [H-].[Na+].[OH:3][C:4]1[CH:9]=[CH:8][C:7]([C:10]2[CH:15]=[CH:14][C:13]([C:16]([O:18][CH2:19][CH3:20])=[O:17])=[CH:12][CH:11]=2)=[CH:6][C:5]=1[C:21]1[CH:30]=[CH:29][C:28]2[C:27]([CH3:32])([CH3:31])[CH2:26][CH2:25][C:24]([CH3:34])([CH3:33])[C:23]=2[CH:22]=1.Br[CH2:36][CH2:37][CH2:38][CH2:39][N:40]([CH:47]([CH3:49])[CH3:48])[C:41](=[O:46])[C:42]([F:45])([F:44])[F:43].[Cl-].[NH4+]. (6) Given the product [Cl:15][C:5]1[C:4]2[C:9](=[CH:10][CH:11]=[C:2]([I:1])[CH:3]=2)[N:8]=[CH:7][N:6]=1, predict the reactants needed to synthesize it. The reactants are: [I:1][C:2]1[CH:3]=[C:4]2[C:9](=[CH:10][CH:11]=1)[N:8]=[CH:7][NH:6][C:5]2=O.O=S(Cl)[Cl:15]. (7) Given the product [Br:10][C:11]1[C:12]([N:5]2[CH2:6][CH2:7][CH2:8][CH:3]([N:2]([CH3:9])[CH3:1])[CH2:4]2)=[C:13]2[C:19]([NH:20][C:21](=[O:28])[C:22]3[CH:27]=[CH:26][CH:25]=[N:24][CH:23]=3)=[CH:18][NH:17][C:14]2=[N:15][CH:16]=1, predict the reactants needed to synthesize it. The reactants are: [CH3:1][N:2]([CH3:9])[CH:3]1[CH2:8][CH2:7][CH2:6][NH:5][CH2:4]1.[Br:10][C:11]1[C:12](F)=[C:13]2[C:19]([NH:20][C:21](=[O:28])[C:22]3[CH:27]=[CH:26][CH:25]=[N:24][CH:23]=3)=[CH:18][NH:17][C:14]2=[N:15][CH:16]=1. (8) Given the product [CH2:4]([O:5][C:23](=[O:24])[CH2:7][CH2:6][CH2:14][N:8]1[C:7]2[CH:11]=[CH:12][CH:13]=[C:14]([CH:15]([CH3:17])[CH3:16])[C:6]=2[O:5][CH:4]([CH:1]([CH3:3])[CH3:2])[C:9]1=[O:10])[CH3:1], predict the reactants needed to synthesize it. The reactants are: [CH:1]([CH:4]1[C:9](=[O:10])[NH:8][C:7]2[CH:11]=[CH:12][CH:13]=[C:14]([CH:15]([CH3:17])[CH3:16])[C:6]=2[O:5]1)([CH3:3])[CH3:2].[H-].[Na+].Cl.CN(C)[CH:23]=[O:24]. (9) Given the product [CH3:6][C:5]([C:7]1[C:15]2[O:14][CH2:13][CH2:12][C:11]=2[CH:10]=[C:9]([C:16]2[CH:21]=[N:20][CH:19]=[N:18][CH:17]=2)[CH:8]=1)([CH3:22])[CH2:4][C:3]1([C:2]([F:24])([F:1])[F:25])[CH2:26][O:23]1, predict the reactants needed to synthesize it. The reactants are: [F:1][C:2]([F:25])([F:24])[C:3](=[O:23])[CH2:4][C:5]([CH3:22])([C:7]1[C:15]2[O:14][CH2:13][CH2:12][C:11]=2[CH:10]=[C:9]([C:16]2[CH:17]=[N:18][CH:19]=[N:20][CH:21]=2)[CH:8]=1)[CH3:6].[CH3:26][S+](C)(C)=O.[H-].[Na+].[I-].C[S+](C)(C)=O.